From a dataset of NCI-60 drug combinations with 297,098 pairs across 59 cell lines. Regression. Given two drug SMILES strings and cell line genomic features, predict the synergy score measuring deviation from expected non-interaction effect. Drug 1: CC1=C(C=C(C=C1)NC2=NC=CC(=N2)N(C)C3=CC4=NN(C(=C4C=C3)C)C)S(=O)(=O)N.Cl. Drug 2: C(=O)(N)NO. Cell line: TK-10. Synergy scores: CSS=1.11, Synergy_ZIP=-1.15, Synergy_Bliss=-0.246, Synergy_Loewe=-0.537, Synergy_HSA=-0.429.